From a dataset of Catalyst prediction with 721,799 reactions and 888 catalyst types from USPTO. Predict which catalyst facilitates the given reaction. Reactant: [Br:1][C:2]1[C:7]([O:8][CH3:9])=[CH:6][C:5]([C:10]([C:12]2[CH:17]=[CH:16][CH:15]=[CH:14][CH:13]=2)=O)=[C:4]([O:18][CH3:19])[CH:3]=1.FC(F)(F)C(O)=O.C([SiH](CC)CC)C.[NH4+].[Cl-]. Product: [CH2:10]([C:5]1[CH:6]=[C:7]([O:8][CH3:9])[C:2]([Br:1])=[CH:3][C:4]=1[O:18][CH3:19])[C:12]1[CH:13]=[CH:14][CH:15]=[CH:16][CH:17]=1. The catalyst class is: 34.